Dataset: Reaction yield outcomes from USPTO patents with 853,638 reactions. Task: Predict the reaction yield, written as a fraction of the theoretical maximum amount of product (1.0 means a 100% yield; for example, 0.34 means a 34% yield). (1) The reactants are [CH3:1][N:2]([CH3:20])[C:3]([C:5]1[N:14]([CH:15]2[CH2:19][CH2:18][CH2:17][CH2:16]2)[C:8]2[N:9]=[C:10](Cl)[N:11]=[CH:12][C:7]=2[CH:6]=1)=[O:4].[C:21](=[NH:34])([C:28]1[CH:33]=[CH:32][CH:31]=[CH:30][CH:29]=1)[C:22]1[CH:27]=[CH:26][CH:25]=[CH:24][CH:23]=1.[C:35]([O-])([O-])=O.[Cs+].[Cs+]. The catalyst is O1CCOCC1.CC([O-])=O.CC([O-])=O.[Pd+2].C1C=CC(P(C2C(C3C(P(C4C=CC=CC=4)C4C=CC=CC=4)=CC=C4C=3C=CC=C4)=C3C(C=CC=C3)=CC=2)C2C=CC=CC=2)=CC=1. The product is [CH3:20][N:2]([CH3:1])[C:3]([C:5]1[N:14]([CH:15]([CH2:16][CH3:35])[CH2:19][CH2:18][CH3:17])[C:8]2[N:9]=[C:10]([N:34]=[C:21]([C:28]3[CH:29]=[CH:30][CH:31]=[CH:32][CH:33]=3)[C:22]3[CH:27]=[CH:26][CH:25]=[CH:24][CH:23]=3)[N:11]=[CH:12][C:7]=2[CH:6]=1)=[O:4]. The yield is 0.800. (2) The reactants are [OH:1][CH2:2][CH:3]1[CH2:8][CH2:7][N:6]([C:9]([O:11][CH2:12][C:13]2[CH:18]=[CH:17][CH:16]=[CH:15][CH:14]=2)=[O:10])[CH2:5][CH2:4]1.C(N(CC)CC)C.[S:26](Cl)([C:29]1[CH:35]=[CH:34][C:32]([CH3:33])=[CH:31][CH:30]=1)(=[O:28])=[O:27].C(OCC)(=O)C.CCCCCC. The catalyst is ClCCl.O. The product is [S:26]([O:1][CH2:2][CH:3]1[CH2:8][CH2:7][N:6]([C:9]([O:11][CH2:12][C:13]2[CH:14]=[CH:15][CH:16]=[CH:17][CH:18]=2)=[O:10])[CH2:5][CH2:4]1)([C:29]1[CH:35]=[CH:34][C:32]([CH3:33])=[CH:31][CH:30]=1)(=[O:28])=[O:27]. The yield is 0.740. (3) The reactants are CC(C)COC([NH:7][C:8]1[S:9][C:10]([C:19]2[CH:24]=[CH:23][N:22]=[C:21](I)[N:20]=2)=[C:11]([C:13]2[CH:18]=[CH:17][CH:16]=[CH:15][CH:14]=2)[N:12]=1)=O.[CH3:27][O:28][C:29]1[CH:30]=[C:31]([CH:33]=[CH:34][CH:35]=1)[NH2:32].O.C1(C)C=CC(S(O)(=O)=O)=CC=1. The catalyst is O1CCOCC1. The product is [NH2:7][C:8]1[S:9][C:10]([C:19]2[CH:24]=[CH:23][N:22]=[C:21]([NH:32][C:31]3[CH:33]=[CH:34][CH:35]=[C:29]([O:28][CH3:27])[CH:30]=3)[N:20]=2)=[C:11]([C:13]2[CH:14]=[CH:15][CH:16]=[CH:17][CH:18]=2)[N:12]=1. The yield is 1.00. (4) The reactants are I[C:2]1[CH:7]=[CH:6][C:5]([NH:8][C@H:9]([C:19]([NH:21][S:22]([CH3:25])(=[O:24])=[O:23])=[O:20])[CH2:10][C:11]2[CH:16]=[CH:15][CH:14]=[C:13]([C:17]#[N:18])[CH:12]=2)=[CH:4][CH:3]=1.[Li+].[Cl-].O1[CH2:33][CH2:32]OCC1. The catalyst is C1C=CC([P]([Pd]([P](C2C=CC=CC=2)(C2C=CC=CC=2)C2C=CC=CC=2)([P](C2C=CC=CC=2)(C2C=CC=CC=2)C2C=CC=CC=2)[P](C2C=CC=CC=2)(C2C=CC=CC=2)C2C=CC=CC=2)(C2C=CC=CC=2)C2C=CC=CC=2)=CC=1. The product is [N:8]1[CH:33]=[CH:32][CH:3]=[CH:4][C:5]=1[C:2]1[CH:7]=[CH:6][C:5]([NH:8][C@H:9]([C:19]([NH:21][S:22]([CH3:25])(=[O:24])=[O:23])=[O:20])[CH2:10][C:11]2[CH:16]=[CH:15][CH:14]=[C:13]([C:17]#[N:18])[CH:12]=2)=[CH:4][CH:3]=1. The yield is 0.580. (5) The reactants are Br[C:2]1[C:11]2[O:10][C@@H:9]([CH3:12])[CH2:8][N:7]([C:13]([O:15][C:16]([CH3:19])([CH3:18])[CH3:17])=[O:14])[CH2:6][C:5]=2[S:4][CH:3]=1.[F:20][C:21]1[CH:22]=[C:23](B(O)O)[CH:24]=[CH:25][CH:26]=1.C(=O)([O-])[O-].[K+].[K+].O. The catalyst is COCCOC.O.Cl[Pd](Cl)([P](C1C=CC=CC=1)(C1C=CC=CC=1)C1C=CC=CC=1)[P](C1C=CC=CC=1)(C1C=CC=CC=1)C1C=CC=CC=1. The product is [F:20][C:21]1[CH:26]=[C:25]([C:2]2[C:11]3[O:10][C@@H:9]([CH3:12])[CH2:8][N:7]([C:13]([O:15][C:16]([CH3:19])([CH3:18])[CH3:17])=[O:14])[CH2:6][C:5]=3[S:4][CH:3]=2)[CH:24]=[CH:23][CH:22]=1. The yield is 0.950. (6) The reactants are [OH:1][CH2:2][C:3]1[CH:4]=[C:5]([CH:8]=[CH:9][CH:10]=1)[CH:6]=[O:7].S([CH2:21][N+:22]#[C-:23])(C1C=CC(C)=CC=1)(=O)=O.C(=O)([O-])[O-].[K+].[K+]. The catalyst is CO. The product is [O:7]1[C:6]([C:5]2[CH:4]=[C:3]([CH2:2][OH:1])[CH:10]=[CH:9][CH:8]=2)=[CH:23][N:22]=[CH:21]1. The yield is 0.900. (7) The reactants are [CH2:1]([O:3][C:4]1[CH:5]=[C:6]([CH:12]([N:17]2[CH2:25][C:24]3[C:19](=[CH:20][CH:21]=[CH:22][CH:23]=3)[C:18]2=[O:26])[CH2:13][C:14](O)=[O:15])[CH:7]=[CH:8][C:9]=1[O:10][CH3:11])[CH3:2].Cl.[CH2:28]([O:35][NH2:36])[C:29]1[CH:34]=[CH:33][CH:32]=[CH:31][CH:30]=1. The catalyst is O1CCCC1. The product is [CH2:28]([O:35][NH:36][C:14](=[O:15])[CH2:13][CH:12]([C:6]1[CH:7]=[CH:8][C:9]([O:10][CH3:11])=[C:4]([O:3][CH2:1][CH3:2])[CH:5]=1)[N:17]1[CH2:25][C:24]2[C:19](=[CH:20][CH:21]=[CH:22][CH:23]=2)[C:18]1=[O:26])[C:29]1[CH:34]=[CH:33][CH:32]=[CH:31][CH:30]=1. The yield is 0.750. (8) The reactants are [CH3:1][O:2][C:3]1[CH:15]=[C:14]([O:16][CH3:17])[CH:13]=[CH:12][C:4]=1[CH2:5][NH:6][C:7]1[S:8][CH:9]=[N:10][N:11]=1.C[Si]([N-][Si](C)(C)C)(C)C.[Li+].[F:28][C:29]1[CH:34]=[C:33]([F:35])[C:32]([CH3:36])=[CH:31][C:30]=1[S:37](Cl)(=[O:39])=[O:38]. The catalyst is C1COCC1. The product is [CH3:1][O:2][C:3]1[CH:15]=[C:14]([O:16][CH3:17])[CH:13]=[CH:12][C:4]=1[CH2:5][N:6]([C:7]1[S:8][CH:9]=[N:10][N:11]=1)[S:37]([C:30]1[CH:31]=[C:32]([CH3:36])[C:33]([F:35])=[CH:34][C:29]=1[F:28])(=[O:39])=[O:38]. The yield is 0.660. (9) The catalyst is C(#N)C. The product is [C:21]([O:20][C@@H:13]1[C@@H:12]([O:24][CH2:25][C:26]2[CH:27]=[CH:28][CH:29]=[CH:30][CH:31]=2)[C:11]([CH2:32][O:33][C:34](=[O:41])[C:35]2[CH:36]=[CH:37][CH:38]=[CH:39][CH:40]=2)([CH2:10][O:9][C:1](=[O:8])[C:2]2[CH:7]=[CH:6][CH:5]=[CH:4][CH:3]=2)[O:19][C@H:14]1[N:44]1[CH:52]=[C:50]([CH3:51])[C:48](=[O:49])[NH:47][C:45]1=[O:46])(=[O:23])[CH3:22]. The yield is 0.850. The reactants are [C:1]([O:9][C@H:10](CO)[C@@:11]1([CH2:32][O:33][C:34](=[O:41])[C:35]2[CH:40]=[CH:39][CH:38]=[CH:37][CH:36]=2)[O:19][CH:14](OC(=O)C)[C@H:13]([O:20][C:21](=[O:23])[CH3:22])[C@H:12]1[O:24][CH2:25][C:26]1[CH:31]=[CH:30][CH:29]=[CH:28][CH:27]=1)(=[O:8])[C:2]1[CH:7]=[CH:6][CH:5]=[CH:4][CH:3]=1.[NH:44]1[CH:52]=[C:50]([CH3:51])[C:48](=[O:49])[NH:47][C:45]1=[O:46].C/C(/O[Si](C)(C)C)=N\[Si](C)(C)C.O([Si](C)(C)C)S(C(F)(F)F)(=O)=O.C(=O)([O-])O.[Na+]. (10) The reactants are [S:1]([N:11]1[C:15]2=[N:16][CH:17]=[C:18]([CH2:20][NH:21][C:22]([C@@H:24]3[CH2:29][CH2:28][CH2:27][N:26]([C:30]([O:32][C:33]([CH3:36])([CH3:35])[CH3:34])=[O:31])[CH2:25]3)=S)[N:19]=[C:14]2[CH:13]=[CH:12]1)([C:4]1[CH:10]=[CH:9][C:7]([CH3:8])=[CH:6][CH:5]=1)(=[O:3])=[O:2]. The catalyst is O1CCOCC1.FC(F)(F)C([O-])=O.[Hg+2].FC(F)(F)C([O-])=O. The product is [S:1]([N:11]1[C:15]2[N:16]=[CH:17][C:18]3[N:19]([C:22]([C@@H:24]4[CH2:29][CH2:28][CH2:27][N:26]([C:30]([O:32][C:33]([CH3:36])([CH3:35])[CH3:34])=[O:31])[CH2:25]4)=[N:21][CH:20]=3)[C:14]=2[CH:13]=[CH:12]1)([C:4]1[CH:10]=[CH:9][C:7]([CH3:8])=[CH:6][CH:5]=1)(=[O:3])=[O:2]. The yield is 0.870.